Predict the product of the given reaction. From a dataset of Forward reaction prediction with 1.9M reactions from USPTO patents (1976-2016). Given the reactants Cl.[F:2][C:3]1[CH:18]=[CH:17][C:6]2[N:7]=[C:8]([NH:10][C@H:11]3[C@H:15]([NH2:16])[CH2:14][O:13][CH2:12]3)[S:9][C:5]=2[CH:4]=1.[N:19]1[N:20]([C:24]2[CH:32]=[CH:31][CH:30]=[CH:29][C:25]=2[C:26](O)=[O:27])[N:21]=[CH:22][CH:23]=1.C(Cl)CCl, predict the reaction product. The product is: [F:2][C:3]1[CH:18]=[CH:17][C:6]2[N:7]=[C:8]([NH:10][C@@H:11]3[CH2:12][O:13][CH2:14][C@H:15]3[NH:16][C:26](=[O:27])[C:25]3[CH:29]=[CH:30][CH:31]=[CH:32][C:24]=3[N:20]3[N:21]=[CH:22][CH:23]=[N:19]3)[S:9][C:5]=2[CH:4]=1.